Task: Predict which catalyst facilitates the given reaction.. Dataset: Catalyst prediction with 721,799 reactions and 888 catalyst types from USPTO (1) Reactant: [CH:1]([CH:4]1[C:9](=[O:10])[NH:8][C:7]2[CH:11]=[CH:12][CH:13]=[C:14]([CH:15]([CH3:17])[CH3:16])[C:6]=2[O:5]1)([CH3:3])[CH3:2].C(=O)([O-])[O-].[K+].[K+].[C:24]([O:28][CH3:29])(=[O:27])[CH:25]=[CH2:26].Cl. Product: [CH3:29][O:28][C:24](=[O:27])[CH2:25][CH2:26][N:8]1[C:7]2[CH:11]=[CH:12][CH:13]=[C:14]([CH:15]([CH3:17])[CH3:16])[C:6]=2[O:5][CH:4]([CH:1]([CH3:3])[CH3:2])[C:9]1=[O:10]. The catalyst class is: 35. (2) Reactant: C([O:3][CH:4](O)[CH:5]([F:7])[F:6])C.[CH3:9][N+:10]([O-:12])=[O:11].C([O-])([O-])=O.[Na+].[Na+]. Product: [F:6][CH:5]([F:7])[CH:4]([OH:3])[CH2:9][N+:10]([O-:12])=[O:11]. The catalyst class is: 6. (3) Reactant: [OH:1][C@@H:2]1[C@H:6]([OH:7])[C@@H:5]([CH2:8][OH:9])[O:4][CH:3]1[N:10]1[CH:18]=[N:17][C:16]2[C:11]1=[N:12][C:13]([N:25]1[CH:29]=[C:28]([C:30]([O:32]CC)=O)[CH:27]=[N:26]1)=[N:14][C:15]=2[NH:19][CH:20]1[CH2:24][CH2:23][CH2:22][CH2:21]1.[CH3:35][NH2:36]. Product: [OH:1][C@@H:2]1[C@H:6]([OH:7])[C@@H:5]([CH2:8][OH:9])[O:4][CH:3]1[N:10]1[CH:18]=[N:17][C:16]2[C:11]1=[N:12][C:13]([N:25]1[CH:29]=[C:28]([C:30]([NH:36][CH3:35])=[O:32])[CH:27]=[N:26]1)=[N:14][C:15]=2[NH:19][CH:20]1[CH2:24][CH2:23][CH2:22][CH2:21]1. The catalyst class is: 5. (4) Reactant: [C:1]1([C:19]2[CH:24]=[CH:23][CH:22]=[CH:21][CH:20]=2)[CH:6]=[CH:5][CH:4]=[C:3]([C:7]2[C:12]([C:13]#[N:14])=[CH:11][C:10]([O:15]C)=[C:9]([O:17]C)[N:8]=2)[CH:2]=1.B(Br)(Br)Br. Product: [C:1]1([C:19]2[CH:20]=[CH:21][CH:22]=[CH:23][CH:24]=2)[CH:6]=[CH:5][CH:4]=[C:3]([C:7]2[NH:8][C:9](=[O:17])[C:10]([OH:15])=[CH:11][C:12]=2[C:13]#[N:14])[CH:2]=1. The catalyst class is: 2. (5) Reactant: Br[C:2]1[CH:3]=[CH:4][C:5]2[N:6]([CH3:15])[C:7]3[C:12]([C:13]=2[CH:14]=1)=[CH:11][CH:10]=[CH:9][CH:8]=3.[NH:16]1[CH:20]=[CH:19][N:18]=[CH:17]1.C(=O)([O-])[O-].[K+].[K+]. Product: [CH3:15][N:6]1[C:5]2[CH:4]=[CH:3][C:2]([N:16]3[CH:20]=[CH:19][NH:18][CH2:17]3)=[CH:14][C:13]=2[C:12]2[C:7]1=[CH:8][CH:9]=[CH:10][CH:11]=2. The catalyst class is: 2.